Dataset: Retrosynthesis with 50K atom-mapped reactions and 10 reaction types from USPTO. Task: Predict the reactants needed to synthesize the given product. (1) Given the product CC(C)(C)OC(=O)CNc1ccc([N+](=O)[O-])cc1, predict the reactants needed to synthesize it. The reactants are: CC(C)(C)OC(=O)CN.O=[N+]([O-])c1ccc(F)cc1. (2) Given the product O=C(NCc1ccc(Cl)cc1Cl)c1cc(-c2cccnc2)n[nH]c1=O, predict the reactants needed to synthesize it. The reactants are: O=C(NCc1ccc(Cl)cc1Cl)c1cc(-c2ccncc2)n[nH]c1=O. (3) Given the product CC#CCOc1cc(Oc2ccc(C#N)cc2)ncn1, predict the reactants needed to synthesize it. The reactants are: CC#CCOc1cc(Cl)ncn1.N#Cc1ccc(O)cc1.